From a dataset of Full USPTO retrosynthesis dataset with 1.9M reactions from patents (1976-2016). Predict the reactants needed to synthesize the given product. Given the product [CH2:12]([N:11]([CH:10]([CH3:9])[CH3:26])[CH:14]([CH3:17])[CH3:15])[CH3:13], predict the reactants needed to synthesize it. The reactants are: C(N1[CH2:13][CH2:12][N:11]([CH:14]2[CH2:17]N(C(OC(C)(C)C)=O)[CH2:15]2)[CH2:10][CH2:9]1)C1C=CC=CC=1.F[C:26](F)(F)C(O)=O.CCN=C=NCCCN(C)C.C1(CC(O)=O)C=CC=CC=1.C1C=CC2N(O)N=NC=2C=1.